This data is from Full USPTO retrosynthesis dataset with 1.9M reactions from patents (1976-2016). The task is: Predict the reactants needed to synthesize the given product. Given the product [Cl:1][C:2]1[N:7]=[C:6]([NH:8][NH:9][C:10](=[O:29])[C@H:11]([CH2:23][CH:24]2[CH2:25][CH2:26][CH2:27][CH2:28]2)[CH2:12][N:13]([OH:16])[CH:14]=[O:15])[C:5]([F:30])=[C:4]([N:31]([CH3:38])[CH2:32][C:33]2[S:34][CH:35]=[CH:36][N:37]=2)[N:3]=1, predict the reactants needed to synthesize it. The reactants are: [Cl:1][C:2]1[N:7]=[C:6]([NH:8][NH:9][C:10](=[O:29])[C@H:11]([CH2:23][CH:24]2[CH2:28][CH2:27][CH2:26][CH2:25]2)[CH2:12][N:13]([O:16]C2CCCCO2)[CH:14]=[O:15])[C:5]([F:30])=[C:4]([N:31]([CH3:38])[CH2:32][C:33]2[S:34][CH:35]=[CH:36][N:37]=2)[N:3]=1.